From a dataset of Reaction yield outcomes from USPTO patents with 853,638 reactions. Predict the reaction yield, written as a fraction of the theoretical maximum amount of product (1.0 means a 100% yield; for example, 0.34 means a 34% yield). (1) The reactants are COC1C=CC(C[NH:8][C:9]2[S:10][CH:11]=[CH:12][N:13]=2)=CC=1.C[Si]([N-][Si](C)(C)C)(C)C.[Li+].[CH3:26][O:27][C:28]1[CH:33]=[C:32]([C:34]([F:37])([F:36])[F:35])[CH:31]=[CH:30][C:29]=1[C:38]1[C:47]2[C:42](=[CH:43][C:44]([S:48](Cl)(=[O:50])=[O:49])=[CH:45][CH:46]=2)[N:41]=[N:40][CH:39]=1.C(O)(=O)C. The catalyst is C1COCC1.CO.O. The product is [CH3:26][O:27][C:28]1[CH:33]=[C:32]([C:34]([F:37])([F:36])[F:35])[CH:31]=[CH:30][C:29]=1[C:38]1[C:47]2[C:42](=[CH:43][C:44]([S:48]([NH:8][C:9]3[S:10][CH:11]=[CH:12][N:13]=3)(=[O:50])=[O:49])=[CH:45][CH:46]=2)[N:41]=[N:40][CH:39]=1. The yield is 0.419. (2) The reactants are [C:1]([O:5][C:6]([NH:8][CH2:9][CH2:10][CH2:11][CH2:12][CH2:13][C:14]([OH:16])=O)=[O:7])([CH3:4])([CH3:3])[CH3:2].C(N(CC)CC)C.[B-](F)(F)(F)F.CN(C(ON1C(=O)CCC1=O)=[N+](C)C)C.[Cl-].[NH3+:45][C:46]([CH3:65])([CH3:64])[CH2:47][O:48][C:49]1[CH:58]=[CH:57][CH:56]=[C:55]2[C:50]=1[C:51]([NH3+:63])=[C:52]([C:60]([OH:62])=[O:61])[C:53]([CH3:59])=[N:54]2.[Cl-]. The catalyst is CN(C=O)C. The product is [NH2:63][C:51]1[C:50]2[C:55](=[CH:56][CH:57]=[CH:58][C:49]=2[O:48][CH2:47][C:46]([NH:45][C:14](=[O:16])[CH2:13][CH2:12][CH2:11][CH2:10][CH2:9][NH:8][C:6]([O:5][C:1]([CH3:2])([CH3:3])[CH3:4])=[O:7])([CH3:65])[CH3:64])[N:54]=[C:53]([CH3:59])[C:52]=1[C:60]([OH:62])=[O:61]. The yield is 0.450.